From a dataset of Forward reaction prediction with 1.9M reactions from USPTO patents (1976-2016). Predict the product of the given reaction. (1) Given the reactants Cl[C:2]1[N:7]=[CH:6][N:5]=[C:4]([NH:8][CH3:9])[CH:3]=1.[O:10]1[CH2:15][CH2:14][N:13]([C:16]2[CH:22]=[CH:21][C:19]([NH2:20])=[CH:18][CH:17]=2)[CH2:12][CH2:11]1, predict the reaction product. The product is: [CH3:9][NH:8][C:4]1[CH:3]=[C:2]([NH:20][C:19]2[CH:18]=[CH:17][C:16]([N:13]3[CH2:14][CH2:15][O:10][CH2:11][CH2:12]3)=[CH:22][CH:21]=2)[N:7]=[CH:6][N:5]=1. (2) Given the reactants [NH2:1][C:2]1[CH:7]=[CH:6][C:5]([NH:8][C:9](=[O:28])[NH:10][C:11]2[CH:27]=[CH:26][C:14]([O:15][C:16]3[CH:21]=[CH:20][N:19]=[C:18]([C:22]([NH:24][CH3:25])=[O:23])[CH:17]=3)=[CH:13][CH:12]=2)=[CH:4][C:3]=1[C:29]([F:32])([F:31])[F:30].CCN(CC)CC.[C:40](Cl)(=[O:43])[CH2:41][CH3:42], predict the reaction product. The product is: [C:40]([NH:1][C:2]1[CH:7]=[CH:6][C:5]([NH:8][C:9](=[O:28])[NH:10][C:11]2[CH:27]=[CH:26][C:14]([O:15][C:16]3[CH:21]=[CH:20][N:19]=[C:18]([C:22]([NH:24][CH3:25])=[O:23])[CH:17]=3)=[CH:13][CH:12]=2)=[CH:4][C:3]=1[C:29]([F:32])([F:30])[F:31])(=[O:43])[CH2:41][CH3:42]. (3) Given the reactants [Br:1][C:2]1[N:7]=[C:6]2[NH:8][CH:9]=[CH:10][C:5]2=[CH:4][CH:3]=1.[C:11](O)(=[O:13])C.C1N2CN3CN(C2)CN1C3, predict the reaction product. The product is: [Br:1][C:2]1[N:7]=[C:6]2[NH:8][CH:9]=[C:10]([CH:11]=[O:13])[C:5]2=[CH:4][CH:3]=1. (4) Given the reactants [CH3:1][CH:2]1[NH:7][CH:6]([CH3:8])[CH2:5][N:4]([CH2:9][CH2:10][CH2:11][C:12]2[C:20]3[CH2:19][CH2:18][CH2:17][CH2:16][C:15]=3[NH:14][C:13]=2[CH:21]=O)[CH2:3]1.[CH3:23][NH:24][S:25]([C:28]1[CH:29]=[C:30]2[C:34](=[CH:35][CH:36]=1)[NH:33][C:32](=[O:37])[CH2:31]2)(=[O:27])=[O:26], predict the reaction product. The product is: [CH3:23][NH:24][S:25]([C:28]1[CH:29]=[C:30]2[C:34](=[CH:35][CH:36]=1)[NH:33][C:32](=[O:37])/[C:31]/2=[CH:21]\[C:13]1[NH:14][C:15]2[CH2:16][CH2:17][CH2:18][CH2:19][C:20]=2[C:12]=1[CH2:11][CH2:10][CH2:9][N:4]1[CH2:5][CH:6]([CH3:8])[NH:7][CH:2]([CH3:1])[CH2:3]1)(=[O:27])=[O:26]. (5) Given the reactants [CH:1]([NH:4][C:5]1[C:10]([N+:11]([O-])=O)=[CH:9][N:8]=[C:7]([NH:14][C:15]2[CH:20]=[CH:19][N:18]=[C:17]([N:21]3[CH2:26][CH2:25][CH:24]([O:27][CH3:28])[CH2:23][CH2:22]3)[N:16]=2)[CH:6]=1)([CH3:3])[CH3:2], predict the reaction product. The product is: [CH:1]([NH:4][C:5]1[C:10]([NH2:11])=[CH:9][N:8]=[C:7]([NH:14][C:15]2[CH:20]=[CH:19][N:18]=[C:17]([N:21]3[CH2:26][CH2:25][CH:24]([O:27][CH3:28])[CH2:23][CH2:22]3)[N:16]=2)[CH:6]=1)([CH3:3])[CH3:2]. (6) The product is: [OH:20][C:19]1[CH:18]=[CH:17][C:16]([C:15]([F:14])([F:29])[F:30])=[CH:28][C:27]=1[CH:34]=[O:35]. Given the reactants [Li]CCCC.CN(CCN(C)C)C.[F:14][C:15]([F:30])([F:29])[C:16]1[CH:28]=[CH:27][C:19]([O:20]C2CCCCO2)=[CH:18][CH:17]=1.Cl.C1C[O:35][CH2:34]C1, predict the reaction product. (7) Given the reactants Br[C:2]1[CH:3]=[C:4]([C:8]2[N:9]=[C:10]([CH:20]([CH3:22])[CH3:21])[NH:11][C:12]=2[C:13]2[CH:18]=[CH:17][CH:16]=[C:15]([CH3:19])[N:14]=2)[CH:5]=[CH:6][CH:7]=1.[CH3:23][O:24][C:25]1[CH:30]=[CH:29][C:28](B(O)O)=[CH:27][CH:26]=1, predict the reaction product. The product is: [CH:20]([C:10]1[NH:11][C:12]([C:13]2[CH:18]=[CH:17][CH:16]=[C:15]([CH3:19])[N:14]=2)=[C:8]([C:4]2[CH:3]=[C:2]([C:28]3[CH:29]=[CH:30][C:25]([O:24][CH3:23])=[CH:26][CH:27]=3)[CH:7]=[CH:6][CH:5]=2)[N:9]=1)([CH3:22])[CH3:21]. (8) Given the reactants [CH3:1][C:2]1[C:3]([OH:10])=[CH:4][C:5](=O)[O:6][C:7]=1[CH3:8].[NH3:11], predict the reaction product. The product is: [CH3:1][C:2]1[C:3]([OH:10])=[CH:4][C:5]([OH:6])=[N:11][C:7]=1[CH3:8]. (9) Given the reactants [Br:1][C:2]1[CH:3]=[C:4]2[C:9](=[C:10]([CH3:12])[CH:11]=1)[N:8]=[CH:7][C:6]([F:13])=[CH:5]2.[Se](=O)=[O:15], predict the reaction product. The product is: [Br:1][C:2]1[CH:3]=[C:4]2[C:9](=[C:10]([CH:12]=[O:15])[CH:11]=1)[N:8]=[CH:7][C:6]([F:13])=[CH:5]2.